From a dataset of Forward reaction prediction with 1.9M reactions from USPTO patents (1976-2016). Predict the product of the given reaction. Given the reactants [NH2:1][C:2]1[CH:7]=[CH:6][C:5]([C:8]2[CH:13]=[CH:12][C:11]([C:14]([F:17])([F:16])[F:15])=[CH:10][CH:9]=2)=[CH:4][C:3]=1[C:18]#N.Cl.[NH2:21][OH:22].C(N(CC)CC)C.[OH2:30], predict the reaction product. The product is: [NH2:1][C:2]1[CH:7]=[CH:6][C:5]([C:8]2[CH:9]=[CH:10][C:11]([C:14]([F:15])([F:16])[F:17])=[CH:12][CH:13]=2)=[CH:4][C:3]=1[C:18]([NH:21][OH:22])=[O:30].